This data is from Forward reaction prediction with 1.9M reactions from USPTO patents (1976-2016). The task is: Predict the product of the given reaction. (1) Given the reactants C[O:2][C:3](=[O:13])[C:4]1[CH:9]=[CH:8][C:7]([O:10][CH3:11])=[C:6](Br)[CH:5]=1.[F:14][C:15]([F:26])([F:25])[C:16]1[CH:17]=[C:18](B(O)O)[CH:19]=[CH:20][CH:21]=1, predict the reaction product. The product is: [CH3:11][O:10][C:7]1[C:6]([C:20]2[CH:19]=[CH:18][CH:17]=[C:16]([C:15]([F:26])([F:25])[F:14])[CH:21]=2)=[CH:5][C:4]([C:3]([OH:2])=[O:13])=[CH:9][CH:8]=1. (2) The product is: [CH2:19]([C:23]1[S:24][C:25]([C:2]2[CH:7]=[CH:6][N:5]=[C:4]([NH:8][CH:9]3[CH2:14][C:13]([CH3:16])([CH3:15])[NH:12][C:11]([CH3:18])([CH3:17])[CH2:10]3)[N:3]=2)=[CH:26][CH:27]=1)[CH2:20][CH2:21][CH3:22]. Given the reactants Cl[C:2]1[CH:7]=[CH:6][N:5]=[C:4]([NH:8][CH:9]2[CH2:14][C:13]([CH3:16])([CH3:15])[NH:12][C:11]([CH3:18])([CH3:17])[CH2:10]2)[N:3]=1.[CH2:19]([C:23]1[S:24][CH:25]=[CH:26][CH:27]=1)[CH2:20][CH2:21][CH3:22], predict the reaction product. (3) Given the reactants [OH:1][C@H:2]([C@@H:13]([NH:21][C:22](=[O:41])[C@H:23]([CH2:37][C:38](=[O:40])[NH2:39])[NH:24][C:25]([C:27]1[CH:36]=[CH:35][C:34]2[C:29](=[CH:30][CH:31]=[CH:32][CH:33]=2)[N:28]=1)=[O:26])[CH2:14][C:15]1[CH:20]=[CH:19][CH:18]=[CH:17][CH:16]=1)[CH2:3][N:4]([CH2:6][CH:7]1[CH2:12][CH2:11][CH2:10][CH2:9][CH2:8]1)[NH2:5].[CH2:42]([N:49]=[C:50]=[O:51])[C:43]1[CH:48]=[CH:47][CH:46]=[CH:45][CH:44]=1.C(Cl)Cl.CO, predict the reaction product. The product is: [OH:1][C@H:2]([C@@H:13]([NH:21][C:22](=[O:41])[C@H:23]([CH2:37][C:38](=[O:40])[NH2:39])[NH:24][C:25]([C:27]1[CH:36]=[CH:35][C:34]2[C:29](=[CH:30][CH:31]=[CH:32][CH:33]=2)[N:28]=1)=[O:26])[CH2:14][C:15]1[CH:20]=[CH:19][CH:18]=[CH:17][CH:16]=1)[CH2:3][N:4]([CH2:6][CH:7]1[CH2:8][CH2:9][CH2:10][CH2:11][CH2:12]1)[NH:5][C:50]([NH:49][CH2:42][C:43]1[CH:48]=[CH:47][CH:46]=[CH:45][CH:44]=1)=[O:51]. (4) Given the reactants C(OC(=O)[NH:7][C@H:8]1[CH2:13][CH2:12][C@@H:11]([CH2:14][NH:15][C:16](=[O:31])[C:17]2[CH:22]=[C:21]([C:23]([F:26])([F:25])[F:24])[CH:20]=[C:19]([C:27]([F:30])([F:29])[F:28])[CH:18]=2)[CH2:10][CH2:9]1)(C)(C)C.[C:33]([OH:39])([C:35]([F:38])([F:37])[F:36])=[O:34], predict the reaction product. The product is: [F:36][C:35]([F:38])([F:37])[C:33]([OH:39])=[O:34].[NH2:7][CH:8]1[CH2:9][CH2:10][CH:11]([CH2:14][NH:15][C:16](=[O:31])[C:17]2[CH:22]=[C:21]([C:23]([F:25])([F:26])[F:24])[CH:20]=[C:19]([C:27]([F:28])([F:29])[F:30])[CH:18]=2)[CH2:12][CH2:13]1. (5) The product is: [C:1]([O:5][C:6]([N:8]1[CH2:13][CH2:12][N:11]([C:14]2[CH:19]=[CH:18][C:17]([C:20]3[CH:21]=[C:22]4[C:31]([C:48]5[C:47]([CH3:60])=[N:46][N:45]([CH2:44][C:43]6[CH:61]=[C:62]([F:64])[CH:63]=[C:41]([F:40])[CH:42]=6)[C:49]=5[CH3:50])=[CH:30][N:29]([C:33]([O:35][C:36]([CH3:39])([CH3:38])[CH3:37])=[O:34])[C:23]4=[N:24][C:25]=3[CH:26]3[CH2:28][CH2:27]3)=[CH:16][CH:15]=2)[CH2:10][CH2:9]1)=[O:7])([CH3:4])([CH3:3])[CH3:2]. Given the reactants [C:1]([O:5][C:6]([N:8]1[CH2:13][CH2:12][N:11]([C:14]2[CH:19]=[CH:18][C:17]([C:20]3[CH:21]=[C:22]4[C:31](I)=[CH:30][N:29]([C:33]([O:35][C:36]([CH3:39])([CH3:38])[CH3:37])=[O:34])[C:23]4=[N:24][C:25]=3[CH:26]3[CH2:28][CH2:27]3)=[CH:16][CH:15]=2)[CH2:10][CH2:9]1)=[O:7])([CH3:4])([CH3:3])[CH3:2].[F:40][C:41]1[CH:42]=[C:43]([CH:61]=[C:62]([F:64])[CH:63]=1)[CH2:44][N:45]1[C:49]([CH3:50])=[C:48](B2OC(C)(C)C(C)(C)O2)[C:47]([CH3:60])=[N:46]1.C(=O)([O-])[O-].[Na+].[Na+], predict the reaction product. (6) Given the reactants Br[C:2]1[N:3]=[C:4]2[CH:10]=[C:9]([C:11]3[C:16]([F:17])=[CH:15][CH:14]=[CH:13][C:12]=3[Cl:18])[NH:8][C:5]2=[N:6][CH:7]=1.[CH3:19][N:20]1[C:24](B(O)O)=[CH:23][C:22]([C:28]([F:31])([F:30])[F:29])=[N:21]1.C(=O)([O-])[O-].[K+].[K+], predict the reaction product. The product is: [Cl:18][C:12]1[CH:13]=[CH:14][CH:15]=[C:16]([F:17])[C:11]=1[C:9]1[NH:8][C:5]2=[N:6][CH:7]=[C:2]([C:24]3[N:20]([CH3:19])[N:21]=[C:22]([C:28]([F:31])([F:30])[F:29])[CH:23]=3)[N:3]=[C:4]2[CH:10]=1.